This data is from Reaction yield outcomes from USPTO patents with 853,638 reactions. The task is: Predict the reaction yield, written as a fraction of the theoretical maximum amount of product (1.0 means a 100% yield; for example, 0.34 means a 34% yield). (1) The reactants are [CH2:1]([NH:8][C:9]([C:11]1[CH:16]=[CH:15][C:14]([C:17]2[O:18][C:19]([CH3:61])=[C:20]([CH2:22][S:23]([C:26]3[CH:31]=[CH:30][C:29]([CH2:32][CH2:33][CH2:34][O:35][CH2:36][CH2:37][O:38][CH2:39][CH2:40][O:41][CH2:42][CH2:43][O:44][CH2:45][CH2:46][O:47][CH2:48][CH2:49][O:50][CH2:51][CH2:52][NH:53]C(=O)OC(C)(C)C)=[CH:28][CH:27]=3)(=[O:25])=[O:24])[N:21]=2)=[CH:13][CH:12]=1)=[O:10])[C:2]1[CH:7]=[CH:6][CH:5]=[CH:4][CH:3]=1.C(Cl)Cl. The catalyst is FC(F)(F)C(O)=O. The product is [NH2:53][CH2:52][CH2:51][O:50][CH2:49][CH2:48][O:47][CH2:46][CH2:45][O:44][CH2:43][CH2:42][O:41][CH2:40][CH2:39][O:38][CH2:37][CH2:36][O:35][CH2:34][CH2:33][CH2:32][C:29]1[CH:30]=[CH:31][C:26]([S:23]([CH2:22][C:20]2[N:21]=[C:17]([C:14]3[CH:13]=[CH:12][C:11]([C:9]([NH:8][CH2:1][C:2]4[CH:7]=[CH:6][CH:5]=[CH:4][CH:3]=4)=[O:10])=[CH:16][CH:15]=3)[O:18][C:19]=2[CH3:61])(=[O:24])=[O:25])=[CH:27][CH:28]=1. The yield is 0.780. (2) The reactants are [OH:1][C:2]1[CH:3]=[C:4]([CH:9]=[CH:10][C:11]=1I)[C:5]([O:7][CH3:8])=[O:6].[CH3:13][Si:14]([C:17]#[CH:18])([CH3:16])[CH3:15].C(N(CC)CC)C. The catalyst is C1COCC1.C(Cl)(Cl)Cl.Cl[Pd](Cl)([P](C1C=CC=CC=1)(C1C=CC=CC=1)C1C=CC=CC=1)[P](C1C=CC=CC=1)(C1C=CC=CC=1)C1C=CC=CC=1. The product is [OH:1][C:2]1[CH:3]=[C:4]([CH:9]=[CH:10][C:11]=1[C:18]#[C:17][Si:14]([CH3:16])([CH3:15])[CH3:13])[C:5]([O:7][CH3:8])=[O:6]. The yield is 0.910. (3) The reactants are [NH2:1][C:2]1[CH:7]=[C:6]([Cl:8])[CH:5]=[CH:4][C:3]=1[SH:9].Br[CH2:11][C:12]1[CH:17]=[CH:16][CH:15]=[CH:14][CH:13]=1.C([O-])([O-])=O.[K+].[K+]. The catalyst is CN(C=O)C. The product is [CH2:11]([S:9][C:3]1[CH:4]=[CH:5][C:6]([Cl:8])=[CH:7][C:2]=1[NH2:1])[C:12]1[CH:17]=[CH:16][CH:15]=[CH:14][CH:13]=1. The yield is 1.00. (4) The reactants are [F:1][C:2]1[CH:7]=[C:6]([F:8])[CH:5]=[CH:4][C:3]=1[C:9](=O)[CH2:10][C:11]1[CH:16]=[CH:15][CH:14]=[CH:13][CH:12]=1.[CH2:18]([O:20][C:21]1[CH:22]=[C:23]([CH:26]=[C:27]([N+:30]([O-:32])=[O:31])[C:28]=1[OH:29])[CH:24]=O)[CH3:19].[NH2:33][C:34]([NH2:36])=[O:35].Cl. The catalyst is CCO. The product is [F:1][C:2]1[CH:7]=[C:6]([F:8])[CH:5]=[CH:4][C:3]=1[C:9]1[NH:36][C:34](=[O:35])[NH:33][CH:24]([C:23]2[CH:26]=[C:27]([N+:30]([O-:32])=[O:31])[C:28]([OH:29])=[C:21]([O:20][CH2:18][CH3:19])[CH:22]=2)[C:10]=1[C:11]1[CH:16]=[CH:15][CH:14]=[CH:13][CH:12]=1. The yield is 0.0700. (5) The reactants are [CH:1]1([N:7]([CH:18]2[CH2:23][CH2:22][CH2:21][CH2:20][CH2:19]2)[C:8]([NH:10][C:11]2[S:12][C:13]([CH:16]=O)=[CH:14][N:15]=2)=[O:9])[CH2:6][CH2:5][CH2:4][CH2:3][CH2:2]1.Cl.[NH:25]1[CH2:29][CH2:28][CH:27]([NH:30][S:31]([CH2:34][CH3:35])(=[O:33])=[O:32])[CH2:26]1.C(O[BH-](OC(=O)C)OC(=O)C)(=O)C.[Na+]. The product is [CH:1]1([N:7]([CH:18]2[CH2:23][CH2:22][CH2:21][CH2:20][CH2:19]2)[C:8](=[O:9])[NH:10][C:11]2[S:12][C:13]([CH2:16][N:25]3[CH2:29][CH2:28][CH:27]([NH:30][S:31]([CH2:34][CH3:35])(=[O:33])=[O:32])[CH2:26]3)=[CH:14][N:15]=2)[CH2:6][CH2:5][CH2:4][CH2:3][CH2:2]1. No catalyst specified. The yield is 0.470. (6) The reactants are C([Si](C)(C)[O:6][CH2:7][CH2:8][N:9]1[C:17]2[C:12](=[CH:13][C:14]([C:18]([N:20]3[CH2:24][CH2:23][CH2:22][C@H:21]3[CH2:25][N:26]3[CH2:30][CH2:29][CH2:28][CH2:27]3)=[O:19])=[CH:15][CH:16]=2)[CH:11]=[C:10]1[C:31]([N:33]1[CH2:38][CH2:37][C:36]([F:40])([F:39])[CH2:35][CH2:34]1)=[O:32])(C)(C)C.FC(F)(F)C(O)=O. The catalyst is ClCCl. The product is [F:40][C:36]1([F:39])[CH2:37][CH2:38][N:33]([C:31]([C:10]2[N:9]([CH2:8][CH2:7][OH:6])[C:17]3[C:12]([CH:11]=2)=[CH:13][C:14]([C:18]([N:20]2[CH2:24][CH2:23][CH2:22][C@H:21]2[CH2:25][N:26]2[CH2:27][CH2:28][CH2:29][CH2:30]2)=[O:19])=[CH:15][CH:16]=3)=[O:32])[CH2:34][CH2:35]1. The yield is 0.560. (7) The reactants are I[C:2]1[CH:3]=[N:4][C:5]2[C:10]([CH:11]=1)=[CH:9][CH:8]=[CH:7][CH:6]=2.[F-:12].[K+].Cl[C:15]([F:21])([F:20])C(OC)=O.O. The catalyst is CN(C)C=O.C(OCC)(=O)C. The product is [F:20][C:15]([F:21])([F:12])[C:2]1[CH:3]=[N:4][C:5]2[C:10]([CH:11]=1)=[CH:9][CH:8]=[CH:7][CH:6]=2. The yield is 0.370. (8) No catalyst specified. The product is [CH2:17]([O:16][C:14](=[O:15])[C:13](=[CH:12][NH:1][C:2]1[CH2:7][CH2:6][CH2:5][C:4](=[O:8])[CH:3]=1)[C:19]([O:21][CH2:22][CH3:23])=[O:20])[CH3:18]. The reactants are [NH2:1][C:2]1[CH2:7][CH2:6][CH2:5][C:4](=[O:8])[CH:3]=1.C(O[CH:12]=[C:13]([C:19]([O:21][CH2:22][CH3:23])=[O:20])[C:14]([O:16][CH2:17][CH3:18])=[O:15])C. The yield is 0.900.